This data is from NCI-60 drug combinations with 297,098 pairs across 59 cell lines. The task is: Regression. Given two drug SMILES strings and cell line genomic features, predict the synergy score measuring deviation from expected non-interaction effect. Drug 1: COC1=C(C=C2C(=C1)N=CN=C2NC3=CC(=C(C=C3)F)Cl)OCCCN4CCOCC4. Drug 2: C1C(C(OC1N2C=NC3=C(N=C(N=C32)Cl)N)CO)O. Cell line: COLO 205. Synergy scores: CSS=14.2, Synergy_ZIP=-4.67, Synergy_Bliss=0.562, Synergy_Loewe=-4.29, Synergy_HSA=1.99.